From a dataset of Full USPTO retrosynthesis dataset with 1.9M reactions from patents (1976-2016). Predict the reactants needed to synthesize the given product. (1) Given the product [F:1][C:2]1[CH:8]=[C:7]([C:11]#[C:10][Si:12]([CH3:15])([CH3:14])[CH3:13])[CH:6]=[CH:5][C:3]=1[NH2:4], predict the reactants needed to synthesize it. The reactants are: [F:1][C:2]1[CH:8]=[C:7](I)[CH:6]=[CH:5][C:3]=1[NH2:4].[C:10]([Si:12]([CH3:15])([CH3:14])[CH3:13])#[CH:11]. (2) Given the product [F:40][C:38]1[CH:39]=[C:34]([NH:33][C:31](=[O:32])[CH2:30][NH:22][CH:18]2[CH2:17][CH2:16][C:15]3[C:20](=[CH:21][N:13]([C:6]4[C:5]5[C:10](=[CH:11][CH:12]=[C:3]([O:2][CH3:1])[N:4]=5)[N:9]=[CH:8][CH:7]=4)[N:14]=3)[CH2:19]2)[CH:35]=[C:36]([F:41])[CH:37]=1, predict the reactants needed to synthesize it. The reactants are: [CH3:1][O:2][C:3]1[N:4]=[C:5]2[C:10](=[CH:11][CH:12]=1)[N:9]=[CH:8][CH:7]=[C:6]2[N:13]1[CH:21]=[C:20]2[C:15]([CH2:16][CH2:17][CH:18]([NH2:22])[CH2:19]2)=[N:14]1.C([O-])([O-])=O.[K+].[K+].Cl[CH2:30][C:31]([NH:33][C:34]1[CH:39]=[C:38]([F:40])[CH:37]=[C:36]([F:41])[CH:35]=1)=[O:32].N[C@H](C(O)=O)CC1C=C2C(C=CC=C2)=CC=1. (3) Given the product [Br:30][C:20]1[N:17]2[CH2:18][CH2:19][N:14]([C:12]([C:3]3[CH:4]=[CH:5][CH:6]=[C:7]([C:8]([F:9])([F:10])[F:11])[C:2]=3[Cl:1])=[O:13])[CH2:15][C:16]2=[N:22][CH:21]=1, predict the reactants needed to synthesize it. The reactants are: [Cl:1][C:2]1[C:7]([C:8]([F:11])([F:10])[F:9])=[CH:6][CH:5]=[CH:4][C:3]=1[C:12]([N:14]1[CH2:19][CH2:18][N:17]2[CH:20]=[CH:21][N:22]=[C:16]2[CH2:15]1)=[O:13].C1C(=O)N([Br:30])C(=O)C1. (4) The reactants are: Br[C:2]1[CH:7]=[C:6]([F:8])[CH:5]=[C:4]([Br:9])[CH:3]=1.[CH3:10][N:11](C=O)C.[Cu]C#N. Given the product [Br:9][C:4]1[CH:3]=[C:2]([CH:7]=[C:6]([F:8])[CH:5]=1)[C:10]#[N:11], predict the reactants needed to synthesize it. (5) Given the product [CH3:50][N:2]([CH3:1])[CH2:3][C:4]([N:6]1[C:15]2[C:10](=[CH:11][C:12]([O:48][CH3:49])=[C:13]([NH:16][C:17]3[NH:22][C:21]4=[N:23][CH:24]=[CH:25][C:20]4=[C:19]([NH:36][C:37]4[CH:46]=[CH:45][CH:44]=[C:43]([F:47])[C:38]=4[C:39]([NH:41][CH3:42])=[O:40])[N:18]=3)[CH:14]=2)[CH2:9][CH2:8][CH2:7]1)=[O:5], predict the reactants needed to synthesize it. The reactants are: [CH3:1][N:2]([CH3:50])[CH2:3][C:4]([N:6]1[C:15]2[C:10](=[CH:11][C:12]([O:48][CH3:49])=[C:13]([NH:16][C:17]3[N:18]=[C:19]([NH:36][C:37]4[CH:46]=[CH:45][CH:44]=[C:43]([F:47])[C:38]=4[C:39]([NH:41][CH3:42])=[O:40])[C:20]4[CH:25]=[CH:24][N:23](S(C5C=CC(C)=CC=5)(=O)=O)[C:21]=4[N:22]=3)[CH:14]=2)[CH2:9][CH2:8][CH2:7]1)=[O:5].[OH-].[K+]. (6) Given the product [CH:2]1([CH3:1])[CH2:3][CH2:4][CH:5]([CH:9]([CH3:10])[CH3:11])[CH:6]([OH:8])[CH2:7]1, predict the reactants needed to synthesize it. The reactants are: [CH3:1][C@H:2]1[CH2:7][C@@H:6]([OH:8])[C@H:5]([CH:9]([CH3:11])[CH3:10])[CH2:4][CH2:3]1.[C@H]1(C)CCC(C(O)(C)C)C(O)C1.[C@@H]1(C)CCC(C(O)(C)C)C(O)C1. (7) Given the product [F:1][C:2]1[CH:3]=[CH:4][C:5]([CH2:6][S:7][C:8]2[N:13]([CH2:14][C:15]3[N:19]([CH2:20][C:21]4[CH:26]=[CH:25][C:24]([C:27]5[CH:32]=[CH:31][C:30]([C:33]([F:36])([F:35])[F:34])=[CH:29][CH:28]=5)=[CH:23][CH:22]=4)[C:18]([CH:37]=[O:38])=[N:17][N:16]=3)[C:12]3[CH2:39][CH2:40][CH2:41][C:11]=3[C:10](=[O:42])[N:9]=2)=[CH:43][CH:44]=1, predict the reactants needed to synthesize it. The reactants are: [F:1][C:2]1[CH:44]=[CH:43][C:5]([CH2:6][S:7][C:8]2[N:13]([CH2:14][C:15]3[N:19]([CH2:20][C:21]4[CH:26]=[CH:25][C:24]([C:27]5[CH:32]=[CH:31][C:30]([C:33]([F:36])([F:35])[F:34])=[CH:29][CH:28]=5)=[CH:23][CH:22]=4)[C:18]([CH2:37][OH:38])=[N:17][N:16]=3)[C:12]3[CH2:39][CH2:40][CH2:41][C:11]=3[C:10](=[O:42])[N:9]=2)=[CH:4][CH:3]=1. (8) Given the product [CH2:44]([O:22][CH2:21][C@H:20]([CH2:19][O:18][CH2:17][C:16]1[CH:15]=[CH:14][C:13]([O:12][CH3:11])=[CH:25][CH:24]=1)[OH:23])[CH2:43][CH2:42][CH2:41][CH2:40][CH2:39][CH2:38][CH2:37][CH2:36][CH2:35][CH2:34][CH2:33][CH2:32][CH2:31][CH2:30][CH3:29], predict the reactants needed to synthesize it. The reactants are: C([Sn](=O)CCCC)CCC.[CH3:11][O:12][C:13]1[CH:25]=[CH:24][C:16]([CH2:17][O:18][CH2:19][C@H:20]([OH:23])[CH2:21][OH:22])=[CH:15][CH:14]=1.[F-].[Cs+].Br[CH2:29][CH2:30][CH2:31][CH2:32][CH2:33][CH2:34][CH2:35][CH2:36][CH2:37][CH2:38][CH2:39][CH2:40][CH2:41][CH2:42][CH2:43][CH3:44]. (9) Given the product [C:1]([O:5][C:6]([NH:8][CH2:9][C:10]1[N:11]([CH2:35][CH:36]([CH3:37])[CH3:38])[C:12](=[O:34])[C:13]2[C:18]([C:19]=1[C:20]1[CH:25]=[CH:24][CH:23]=[CH:22][CH:21]=1)=[CH:17][C:16]([C:26]1[S:27][CH:28]=[C:29]([NH:58][C:61](=[O:46])[O:77][CH2:76][CH:74]3[C:75]4[CH:63]=[CH:64][CH:65]=[CH:66][C:67]=4[C:68]4[C:73]3=[CH:72][CH:71]=[CH:70][CH:69]=4)[N:30]=1)=[CH:15][CH:14]=2)=[O:7])([CH3:4])([CH3:2])[CH3:3], predict the reactants needed to synthesize it. The reactants are: [C:1]([O:5][C:6]([NH:8][CH2:9][C:10]1[N:11]([CH2:35][CH:36]([CH3:38])[CH3:37])[C:12](=[O:34])[C:13]2[C:18]([C:19]=1[C:20]1[CH:25]=[CH:24][CH:23]=[CH:22][CH:21]=1)=[CH:17][C:16]([C:26]1[S:27][CH:28]=[C:29](C(O)=O)[N:30]=1)=[CH:15][CH:14]=2)=[O:7])([CH3:4])([CH3:3])[CH3:2].C1(P(N=[N+]=[N-])(C2C=CC=CC=2)=[O:46])C=CC=CC=1.C([N:58]([CH2:61]C)CC)C.[CH:63]1[C:75]2[CH:74]([CH2:76][OH:77])[C:73]3[C:68](=[CH:69][CH:70]=[CH:71][CH:72]=3)[C:67]=2[CH:66]=[CH:65][CH:64]=1.